Dataset: Reaction yield outcomes from USPTO patents with 853,638 reactions. Task: Predict the reaction yield, written as a fraction of the theoretical maximum amount of product (1.0 means a 100% yield; for example, 0.34 means a 34% yield). The reactants are Cl[C:2]1[C:7]([C:8]2[C:9]([F:15])=[N:10][CH:11]=[C:12]([CH3:14])[CH:13]=2)=[C:6]([N+:16]([O-:18])=[O:17])[C:5]([CH3:19])=[C:4]([C:20]([F:23])([F:22])[F:21])[CH:3]=1.[CH2:24]([S:26]([C:29]1[CH:30]=[C:31](B(O)O)[CH:32]=[CH:33][CH:34]=1)(=[O:28])=[O:27])[CH3:25].C1(P(C2CCCCC2)C2CCCCC2)CCCCC1.C([O-])([O-])=O.[Cs+].[Cs+]. The catalyst is O1CCOCC1. The product is [CH2:24]([S:26]([C:29]1[CH:34]=[C:33]([C:2]2[CH:3]=[C:4]([C:20]([F:23])([F:21])[F:22])[C:5]([CH3:19])=[C:6]([N+:16]([O-:18])=[O:17])[C:7]=2[C:8]2[C:9]([F:15])=[N:10][CH:11]=[C:12]([CH3:14])[CH:13]=2)[CH:32]=[CH:31][CH:30]=1)(=[O:27])=[O:28])[CH3:25]. The yield is 0.780.